Dataset: Serine/threonine kinase 33 screen with 319,792 compounds. Task: Binary Classification. Given a drug SMILES string, predict its activity (active/inactive) in a high-throughput screening assay against a specified biological target. (1) The molecule is O1CCN(CC1)c1ccc(n2c(c(cc2C)C=O)C)cc1. The result is 0 (inactive). (2) The molecule is S=C(Nc1ccc(cc1)C)c1[nH]c2c(n1)cccc2. The result is 0 (inactive). (3) The drug is S(c1cc(NC(=O)/C=C\c2ccccc2)ccc1)C. The result is 0 (inactive).